Dataset: Catalyst prediction with 721,799 reactions and 888 catalyst types from USPTO. Task: Predict which catalyst facilitates the given reaction. (1) Reactant: C(OC([NH:8][C@@H:9]1[CH2:13][CH2:12][N:11]([C:14]2[CH:19]=[CH:18][C:17]([N:20]3[CH2:24][C@H:23]([CH2:25][O:26][C:27]4[CH:31]=[CH:30][O:29][N:28]=4)[O:22][C:21]3=[O:32])=[CH:16][C:15]=2[F:33])[CH2:10]1)=O)(C)(C)C.C(O)(C(F)(F)F)=O. Product: [NH2:8][C@@H:9]1[CH2:13][CH2:12][N:11]([C:14]2[CH:19]=[CH:18][C:17]([N:20]3[CH2:24][C@H:23]([CH2:25][O:26][C:27]4[CH:31]=[CH:30][O:29][N:28]=4)[O:22][C:21]3=[O:32])=[CH:16][C:15]=2[F:33])[CH2:10]1. The catalyst class is: 4. (2) Reactant: [C:1]([O:5][C:6]([N:8]1[CH2:13][CH2:12][N:11]([C:14]2[CH:19]=[CH:18][C:17](Br)=[CH:16][CH:15]=2)[CH2:10][CH2:9]1)=[O:7])([CH3:4])([CH3:3])[CH3:2].[Na+].[I-:22].CNCCNC. Product: [C:1]([O:5][C:6]([N:8]1[CH2:13][CH2:12][N:11]([C:14]2[CH:19]=[CH:18][C:17]([I:22])=[CH:16][CH:15]=2)[CH2:10][CH2:9]1)=[O:7])([CH3:4])([CH3:3])[CH3:2]. The catalyst class is: 432. (3) Reactant: [CH3:1][C:2]([CH3:7])([CH3:6])[CH:3]([OH:5])[CH3:4].[H-].[Na+].Cl[C:11]1[CH:12]=[CH:13][C:14]2[CH2:15][N:16]([C:22]([O:24][C:25]([CH3:28])([CH3:27])[CH3:26])=[O:23])[CH2:17][CH2:18][O:19][C:20]=2[N:21]=1.O. Product: [CH3:4][CH:3]([O:5][C:11]1[CH:12]=[CH:13][C:14]2[CH2:15][N:16]([C:22]([O:24][C:25]([CH3:28])([CH3:27])[CH3:26])=[O:23])[CH2:17][CH2:18][O:19][C:20]=2[N:21]=1)[C:2]([CH3:7])([CH3:6])[CH3:1]. The catalyst class is: 733. (4) Reactant: [CH2:1]([O:5][C:6]1[CH:7]=[C:8]([CH:12]=[CH:13][C:14]=1[NH:15][C:16]([C@@H:18]1[NH:22][C@@H:21]([CH2:23][C:24]([CH3:27])([CH3:26])[CH3:25])[C@:20]2([C:35]3[C:30](=[CH:31][C:32]([Cl:36])=[CH:33][CH:34]=3)[NH:29][C:28]2=[O:37])[C@H:19]1[C:38]1[CH:43]=[CH:42][CH:41]=[C:40]([Cl:44])[C:39]=1[F:45])=[O:17])[C:9]([OH:11])=O)[CH2:2][CH2:3][CH3:4].CC[N:48]=C=NCCCN(C)C.C1C=CC2N(O)N=NC=2C=1.[NH4+].[Cl-].C(N(CC)CC)C. Product: [CH2:1]([O:5][C:6]1[CH:7]=[C:8]([C:9](=[O:11])[NH2:48])[CH:12]=[CH:13][C:14]=1[NH:15][C:16]([CH:18]1[NH:22][CH:21]([CH2:23][C:24]([CH3:25])([CH3:27])[CH3:26])[C:20]2([C:35]3[C:30](=[CH:31][C:32]([Cl:36])=[CH:33][CH:34]=3)[NH:29][C:28]2=[O:37])[CH:19]1[C:38]1[CH:43]=[CH:42][CH:41]=[C:40]([Cl:44])[C:39]=1[F:45])=[O:17])[CH2:2][CH2:3][CH3:4]. The catalyst class is: 3. (5) Reactant: [Br:1][C:2]1[CH:3]=[C:4]2[C:8](=[CH:9][CH:10]=1)[NH:7][C:6]([CH3:11])=[CH:5]2.[Cl:12][C:13]1[CH:18]=[CH:17][C:16]([CH2:19]Cl)=[CH:15][CH:14]=1.C(=O)([O-])[O-].[K+].[K+]. Product: [Br:1][C:2]1[CH:3]=[C:4]2[C:8](=[CH:9][CH:10]=1)[N:7]([CH2:19][C:16]1[CH:17]=[CH:18][C:13]([Cl:12])=[CH:14][CH:15]=1)[C:6]([CH3:11])=[CH:5]2. The catalyst class is: 47. (6) The catalyst class is: 19. Reactant: [C:1]([O:5][C:6]([NH:8][C@@H:9]1[CH2:14][CH2:13][N:12](C(OCC2C=CC=CC=2)=O)[CH2:11][C@H:10]1[O:25][Si:26]([C:29]([CH3:32])([CH3:31])[CH3:30])([CH3:28])[CH3:27])=[O:7])([CH3:4])([CH3:3])[CH3:2]. Product: [C:1]([O:5][C:6](=[O:7])[NH:8][C@@H:9]1[CH2:14][CH2:13][NH:12][CH2:11][C@H:10]1[O:25][Si:26]([C:29]([CH3:32])([CH3:31])[CH3:30])([CH3:27])[CH3:28])([CH3:4])([CH3:2])[CH3:3]. (7) Reactant: [NH2:1][CH2:2][C:3]1[CH:8]=[CH:7][C:6]([C:9]2[C:10]3[CH:17]=[C:16]([C:18]4[CH:19]=[N:20][N:21]([CH2:23][CH2:24][N:25]([CH3:27])[CH3:26])[CH:22]=4)[NH:15][C:11]=3[N:12]=[CH:13][N:14]=2)=[CH:5][C:4]=1[F:28].N1([C:34]([N:36]2[CH:40]=[CH:39]N=[CH:37]2)=[O:35])C=CN=C1.CCN(C(C)C)C(C)C.[C:50]([O:54]C1CNC1)([CH3:53])([CH3:52])[CH3:51]. Product: [CH3:27][N:25]([CH3:26])[CH2:24][CH2:23][N:21]1[CH:22]=[C:18]([C:16]2[NH:15][C:11]3[N:12]=[CH:13][N:14]=[C:9]([C:6]4[CH:7]=[CH:8][C:3]([CH2:2][NH:1][C:34]([N:36]5[CH2:37][CH:39]([O:54][C:50]([CH3:53])([CH3:52])[CH3:51])[CH2:40]5)=[O:35])=[C:4]([F:28])[CH:5]=4)[C:10]=3[CH:17]=2)[CH:19]=[N:20]1. The catalyst class is: 329.